Dataset: Full USPTO retrosynthesis dataset with 1.9M reactions from patents (1976-2016). Task: Predict the reactants needed to synthesize the given product. (1) Given the product [CH3:1][O:2][C:3]1[CH:4]=[C:5]([NH:15][C:16]2[C:17]3[N:34]=[CH:33][S:32][C:18]=3[N:19]=[C:20]([C:22]3[CH:23]=[CH:24][C:25]([C:26]([OH:28])=[O:27])=[CH:30][CH:31]=3)[N:21]=2)[CH:6]=[C:7]([N:9]2[CH2:13][CH2:12][CH2:11][C@@H:10]2[CH3:14])[CH:8]=1, predict the reactants needed to synthesize it. The reactants are: [CH3:1][O:2][C:3]1[CH:4]=[C:5]([NH:15][C:16]2[C:17]3[N:34]=[CH:33][S:32][C:18]=3[N:19]=[C:20]([C:22]3[CH:31]=[CH:30][C:25]([C:26]([O:28]C)=[O:27])=[CH:24][CH:23]=3)[N:21]=2)[CH:6]=[C:7]([N:9]2[CH2:13][CH2:12][CH2:11][C@@H:10]2[CH3:14])[CH:8]=1.[OH-].[Na+]. (2) Given the product [C:1]([C:4]1[CH:8]([CH:9]2[CH2:14][CH2:13][CH2:12][CH2:11][CH2:10]2)[N:7]([C:15]2[CH:20]=[CH:19][C:18]([Cl:21])=[CH:17][CH:16]=2)[C:6](=[O:23])[C:5]=1[O:24][C@H:26]([C:28]1[CH:33]=[CH:32][CH:31]=[CH:30][CH:29]=1)[C:25]([O:35][CH3:36])=[O:34])(=[O:3])[CH3:2], predict the reactants needed to synthesize it. The reactants are: [C:1]([C:4]1[CH:8]([CH:9]2[CH2:14][CH2:13][CH2:12][CH2:11][CH2:10]2)[N:7]([C:15]2[CH:20]=[CH:19][C:18]([Cl:21])=[CH:17][C:16]=2F)[C:6](=[O:23])[C:5]=1[OH:24])(=[O:3])[CH3:2].[C:25]([O:35][CH3:36])(=[O:34])[C@H:26]([C:28]1[CH:33]=[CH:32][CH:31]=[CH:30][CH:29]=1)O.C1(P(C2C=CC=CC=2)C2C=CC=CC=2)C=CC=CC=1.CC(OC(/N=N/C(OC(C)C)=O)=O)C. (3) Given the product [O:23]=[C:14]1[N:13]([C:10]2[CH:11]=[CH:12][C:4]3[C:3]4[NH:34][N:33]=[C:32]([NH:31][C:25]5[CH:30]=[CH:29][CH:28]=[CH:27][CH:26]=5)[C:2]=4[CH2:8][CH2:7][O:6][C:5]=3[CH:9]=2)[CH2:17][C@H:16]([CH2:18][NH:19][C:20](=[O:22])[CH3:21])[O:15]1, predict the reactants needed to synthesize it. The reactants are: Br[CH:2]1[CH2:8][CH2:7][O:6][C:5]2[CH:9]=[C:10]([N:13]3[CH2:17][C@H:16]([CH2:18][NH:19][C:20](=[O:22])[CH3:21])[O:15][C:14]3=[O:23])[CH:11]=[CH:12][C:4]=2[C:3]1=O.[C:25]1([NH:31][C:32](=S)[NH:33][NH2:34])[CH:30]=[CH:29][CH:28]=[CH:27][CH:26]=1.Cl. (4) Given the product [CH2:18]([C:2]1[C:7]([CH3:8])=[CH:6][C:5]([CH:9]2[O:14][CH2:13][CH2:12][CH2:11][O:10]2)=[CH:4][C:3]=1[CH3:15])[CH:17]=[CH2:16], predict the reactants needed to synthesize it. The reactants are: Br[C:2]1[C:7]([CH3:8])=[CH:6][C:5]([CH:9]2[O:14][CH2:13][CH2:12][CH2:11][O:10]2)=[CH:4][C:3]=1[CH3:15].[CH2:16](Br)[CH:17]=[CH2:18]. (5) Given the product [CH2:16]([N:3]([CH2:1][CH3:2])[C:4](=[O:15])[C:5]1[CH:10]=[CH:9][CH:8]=[C:7]([O:11][CH2:12][O:13][CH3:14])[C:6]=1[CH:34]=[O:35])[CH3:17], predict the reactants needed to synthesize it. The reactants are: [CH2:1]([N:3]([CH2:16][CH3:17])[C:4](=[O:15])[C:5]1[CH:10]=[CH:9][CH:8]=[C:7]([O:11][CH2:12][O:13][CH3:14])[CH:6]=1)[CH3:2].CN(C)CCN(C)C.C([Li])(C)(C)C.CN([CH:34]=[O:35])C. (6) Given the product [S:1]1[CH:5]=[CH:4][CH:3]=[C:2]1[CH:6]1[S:10][CH:9]([CH2:11][SH:16])[CH2:8][S:7]1, predict the reactants needed to synthesize it. The reactants are: [S:1]1[CH:5]=[CH:4][CH:3]=[C:2]1[CH:6]1[S:10][CH:9]([CH2:11]O)[CH2:8][S:7]1.OCC1CSC[S:16]1. (7) Given the product [Br:1][CH2:2][C:3]([C:5]1[CH:10]=[CH:9][CH:8]=[C:7]([O:11][C:12]2[CH:17]=[CH:16][C:15]([C:18](=[O:22])[CH2:19][Br:20])=[CH:14][CH:13]=2)[CH:6]=1)=[O:4], predict the reactants needed to synthesize it. The reactants are: [Br:1][CH:2](Br)[C:3]([C:5]1[CH:10]=[CH:9][CH:8]=[C:7]([O:11][C:12]2[CH:17]=[CH:16][C:15]([C:18](=[O:22])[CH:19](Br)[Br:20])=[CH:14][CH:13]=2)[CH:6]=1)=[O:4].C(N(CC)CC)C.P([O-])(OCC)OCC.